The task is: Predict which catalyst facilitates the given reaction.. This data is from Catalyst prediction with 721,799 reactions and 888 catalyst types from USPTO. (1) Reactant: [OH:1][C@@H:2]1[CH2:6][C@H:5]([OH:7])[C@H:4]([CH2:8]/[CH:9]=[CH:10]\[CH2:11][CH2:12][CH2:13][C:14]([OH:16])=[O:15])[C@H:3]1/[CH:17]=[CH:18]/[C@@H:19]([OH:28])[CH2:20][CH2:21][C:22]1[CH:27]=[CH:26][CH:25]=[CH:24][CH:23]=1.I[CH2:30][CH2:31][O:32][C:33]1[CH:34]=[C:35]([CH:38]=[CH:39][C:40]=1[CH3:41])[CH:36]=[O:37].C1CCN2C(=NCCC2)CC1. Product: [OH:1][C@@H:2]1[CH2:6][C@H:5]([OH:7])[C@H:4]([CH2:8]/[CH:9]=[CH:10]\[CH2:11][CH2:12][CH2:13][C:14]([O:16][CH2:30][CH2:31][O:32][C:33]2[CH:34]=[C:35]([CH:36]=[O:37])[CH:38]=[CH:39][C:40]=2[CH3:41])=[O:15])[C@H:3]1/[CH:17]=[CH:18]/[C@@H:19]([OH:28])[CH2:20][CH2:21][C:22]1[CH:23]=[CH:24][CH:25]=[CH:26][CH:27]=1. The catalyst class is: 369. (2) Reactant: [CH2:1]([N:8]([CH2:15][C:16]1[CH:21]=[CH:20][CH:19]=[CH:18][CH:17]=1)[CH2:9][CH2:10][C:11]([CH3:14])(O)[CH3:12])[C:2]1[CH:7]=[CH:6][CH:5]=[CH:4][CH:3]=1.C(N(S(F)(F)[F:28])CC)C.N#N.C([O-])(O)=O.[Na+]. Product: [CH2:1]([N:8]([CH2:15][C:16]1[CH:21]=[CH:20][CH:19]=[CH:18][CH:17]=1)[CH2:9][CH2:10][C:11]([F:28])([CH3:14])[CH3:12])[C:2]1[CH:7]=[CH:6][CH:5]=[CH:4][CH:3]=1. The catalyst class is: 2. (3) Reactant: [Cl:1][C:2]1[CH:3]=[C:4]([N:8]2[N:12]=[C:11]([CH:13]=[O:14])[CH:10]=[N:9]2)[CH:5]=[CH:6][CH:7]=1.[CH3:15][Mg]Cl.C1COCC1.[NH4+].[Cl-]. Product: [Cl:1][C:2]1[CH:3]=[C:4]([N:8]2[N:12]=[C:11]([CH:13]([OH:14])[CH3:15])[CH:10]=[N:9]2)[CH:5]=[CH:6][CH:7]=1. The catalyst class is: 28. (4) Reactant: C(OC([N:8]1[CH:13]2[CH2:14][CH2:15][CH:9]1[C:10]([C:35](O)=[O:36])=[C:11]([C:16]1[CH:21]=[CH:20][C:19]([CH2:22][CH2:23][CH2:24][O:25][C:26]3[C:31]([F:32])=[CH:30][CH:29]=[C:28]([F:33])[C:27]=3[Cl:34])=[CH:18][CH:17]=1)[CH2:12]2)=O)(C)(C)C.[CH:38]1([NH:41][CH2:42][C:43]2[CH:48]=[CH:47][CH:46]=[C:45]([Cl:49])[C:44]=2[Cl:50])[CH2:40][CH2:39]1.CCN(C(C)C)C(C)C.C1C=CC2N(O)N=NC=2C=1.CCN=C=NCCCN(C)C.Cl.Cl. Product: [CH:38]1([N:41]([CH2:42][C:43]2[CH:48]=[CH:47][CH:46]=[C:45]([Cl:49])[C:44]=2[Cl:50])[C:35]([C:10]2[CH:9]3[NH:8][CH:13]([CH2:12][C:11]=2[C:16]2[CH:17]=[CH:18][C:19]([CH2:22][CH2:23][CH2:24][O:25][C:26]4[C:31]([F:32])=[CH:30][CH:29]=[C:28]([F:33])[C:27]=4[Cl:34])=[CH:20][CH:21]=2)[CH2:14][CH2:15]3)=[O:36])[CH2:39][CH2:40]1. The catalyst class is: 79. (5) Reactant: C(OC([NH:8][CH2:9][CH2:10][CH2:11][C@@H:12]([CH2:28][C:29]1[N:30]=[CH:31][N:32]2[C:41]3[C:36](=[CH:37][CH:38]=[CH:39][CH:40]=3)[CH2:35][CH2:34][C:33]=12)[C:13]([O:15][CH:16]([O:18][C:19]([O:21][CH:22]1[CH2:27][CH2:26][CH2:25][CH2:24][CH2:23]1)=[O:20])[CH3:17])=[O:14])=O)(C)(C)C.[ClH:42]. Product: [ClH:42].[ClH:42].[NH2:8][CH2:9][CH2:10][CH2:11][C@@H:12]([CH2:28][C:29]1[N:30]=[CH:31][N:32]2[C:41]3[C:36](=[CH:37][CH:38]=[CH:39][CH:40]=3)[CH2:35][CH2:34][C:33]=12)[C:13]([O:15][CH:16]([O:18][C:19]([O:21][CH:22]1[CH2:23][CH2:24][CH2:25][CH2:26][CH2:27]1)=[O:20])[CH3:17])=[O:14]. The catalyst class is: 13. (6) Reactant: CN1CCCC1=[O:7].[Cl:8][C:9]1[C:10]([C:34]2[CH:39]=[CH:38][C:37]([O:40][CH3:41])=[CH:36][CH:35]=2)=[C:11]2[C:29]3[CH2:30][CH2:31][S:32][CH2:33][C:28]=3[S:27][C:12]2=[N:13][C:14]=1[CH2:15][N:16]1[C:24](=[O:25])[C:23]2[C:18](=[CH:19][CH:20]=[CH:21][CH:22]=2)[C:17]1=[O:26].OO.S([O-])([O-])(=O)=S.[Na+].[Na+]. Product: [Cl:8][C:9]1[C:10]([C:34]2[CH:35]=[CH:36][C:37]([O:40][CH3:41])=[CH:38][CH:39]=2)=[C:11]2[C:29]3[CH2:30][CH2:31][S:32](=[O:7])[CH2:33][C:28]=3[S:27][C:12]2=[N:13][C:14]=1[CH2:15][N:16]1[C:24](=[O:25])[C:23]2[C:18](=[CH:19][CH:20]=[CH:21][CH:22]=2)[C:17]1=[O:26]. The catalyst class is: 6.